This data is from Full USPTO retrosynthesis dataset with 1.9M reactions from patents (1976-2016). The task is: Predict the reactants needed to synthesize the given product. (1) The reactants are: [NH2:1][C@H:2]1[CH2:6][C:5]([F:8])([F:7])[CH2:4][C@@H:3]1[NH:9][C:10](=[O:22])[C:11]1[CH:16]=[CH:15][CH:14]=[CH:13][C:12]=1[N:17]1[N:21]=[CH:20][CH:19]=[N:18]1.Br[C:24]1[CH:29]=[CH:28][C:27]([O:30][CH:31]([F:33])[F:32])=[CH:26][N:25]=1.C1C=CC(P(C2C(C3C(P(C4C=CC=CC=4)C4C=CC=CC=4)=CC=C4C=3C=CC=C4)=C3C(C=CC=C3)=CC=2)C2C=CC=CC=2)=CC=1.CC(C)([O-])C.[Na+]. Given the product [F:32][CH:31]([F:33])[O:30][C:27]1[CH:28]=[CH:29][C:24]([NH:1][C@H:2]2[CH2:6][C:5]([F:8])([F:7])[CH2:4][C@@H:3]2[NH:9][C:10](=[O:22])[C:11]2[CH:16]=[CH:15][CH:14]=[CH:13][C:12]=2[N:17]2[N:18]=[CH:19][CH:20]=[N:21]2)=[N:25][CH:26]=1, predict the reactants needed to synthesize it. (2) Given the product [NH2:33][C@@H:8]([CH2:1][C:2]1[CH:7]=[CH:6][CH:5]=[CH:4][CH:3]=1)[C@@H:9]([OH:32])[CH2:10][N:11]([CH2:25][C:26]1[CH:31]=[CH:30][CH:29]=[CH:28][CH:27]=1)[NH:12][C:13]([C@@H:14]([NH:19][C:20](=[O:21])[O:22][CH3:23])[C@@H:15]([CH3:18])[CH2:16][CH3:17])=[O:24], predict the reactants needed to synthesize it. The reactants are: [CH2:1]([C@H:8]([NH:33]C(=O)OC(C)(C)C)[C@@H:9]([OH:32])[CH2:10][N:11]([CH2:25][C:26]1[CH:31]=[CH:30][CH:29]=[CH:28][CH:27]=1)[NH:12][C:13](=[O:24])[C@@H:14]([NH:19][C:20]([O:22][CH3:23])=[O:21])[C@@H:15]([CH3:18])[CH2:16][CH3:17])[C:2]1[CH:7]=[CH:6][CH:5]=[CH:4][CH:3]=1.Cl. (3) Given the product [CH2:1]([O:9][CH2:10][CH2:11][N:12]1[CH2:17][CH2:16][CH:15]([CH2:18][CH:19]=[O:20])[CH2:14][CH2:13]1)[CH2:2][C:3]1[CH:8]=[CH:7][CH:6]=[CH:5][CH:4]=1, predict the reactants needed to synthesize it. The reactants are: [CH2:1]([O:9][CH2:10][CH2:11][N:12]1[CH2:17][CH2:16][CH:15]([CH2:18][CH2:19][OH:20])[CH2:14][CH2:13]1)[CH2:2][C:3]1[CH:8]=[CH:7][CH:6]=[CH:5][CH:4]=1.C(N(CC)CC)C. (4) Given the product [OH:24][CH2:23][CH:14]1[CH:13]([NH:12][S:9]([CH2:7][CH3:8])(=[O:11])=[O:10])[CH2:22][CH2:21][C:16]2([O:20][CH2:19][CH2:18][O:17]2)[CH2:15]1, predict the reactants needed to synthesize it. The reactants are: [H-].[H-].[H-].[H-].[Li+].[Al+3].[CH2:7]([S:9]([NH:12][CH:13]1[CH2:22][CH2:21][C:16]2([O:20][CH2:19][CH2:18][O:17]2)[CH2:15][CH:14]1[C:23](OCC)=[O:24])(=[O:11])=[O:10])[CH3:8]. (5) The reactants are: Cl[C:2]1[C:3]2[N:10]([CH3:11])[CH:9]=[CH:8][C:4]=2[N:5]=[CH:6][N:7]=1.[Cl:12][C:13]1[CH:14]=[C:15]([CH:17]=[CH:18][C:19]=1[O:20][C:21]1[CH:29]=[CH:28][CH:27]=[C:26]2[C:22]=1[CH:23]=[N:24][NH:25]2)[NH2:16].C(=O)([O-])O.[Na+]. Given the product [Cl:12][C:13]1[CH:14]=[C:15]([NH:16][C:2]2[C:3]3[N:10]([CH3:11])[CH:9]=[CH:8][C:4]=3[N:5]=[CH:6][N:7]=2)[CH:17]=[CH:18][C:19]=1[O:20][C:21]1[CH:29]=[CH:28][CH:27]=[C:26]2[C:22]=1[CH:23]=[N:24][NH:25]2, predict the reactants needed to synthesize it. (6) Given the product [Br:36][CH2:8][C:5]1[CH:6]=[C:37]([Cl:41])[CH:2]=[C:3]([O:9][CH3:10])[CH:4]=1, predict the reactants needed to synthesize it. The reactants are: Cl[C:2]1C=[CH:6][C:5]([CH3:8])=[CH:4][C:3]=1[O:9][CH3:10].C(OOC(=O)C1C=CC=CC=1)(=O)C1C=CC=CC=1.C1C(=O)N([Br:36])C(=O)C1.[C:37]([Cl:41])(Cl)(Cl)Cl. (7) Given the product [C:1]([N:7]([CH2:16][C:17]1[CH:18]=[CH:19][C:20]([C:23]2[CH:28]=[CH:27][CH:26]=[CH:25][C:24]=2[C:29]2[NH:33][N:32]=[N:31][N:30]=2)=[CH:21][CH:22]=1)[C@H:8]([C:12]([O:14][CH3:15])=[O:13])[CH:9]([CH3:10])[CH3:11])(=[O:6])[CH2:2][CH2:3][CH2:4][CH3:5], predict the reactants needed to synthesize it. The reactants are: [C:1]([N:7]([CH2:16][C:17]1[CH:22]=[CH:21][C:20]([C:23]2[CH:28]=[CH:27][CH:26]=[CH:25][C:24]=2[C:29]2[N:33](C(C3C=CC=CC=3)(C3C=CC=CC=3)C3C=CC=CC=3)[N:32]=[N:31][N:30]=2)=[CH:19][CH:18]=1)[C@H:8]([C:12]([O:14][CH3:15])=[O:13])[CH:9]([CH3:11])[CH3:10])(=[O:6])[CH2:2][CH2:3][CH2:4][CH3:5].Cl. (8) The reactants are: [Ca].[C:2]1([C@H:12]([NH:14][C@H:15]2[CH2:19][CH2:18][N:17]([C:20]3[CH:32]=[CH:31][C:23]([C:24]([O:26]C(C)(C)C)=[O:25])=[CH:22][CH:21]=3)[CH2:16]2)[CH3:13])[C:11]2[C:6](=[CH:7][CH:8]=[CH:9][CH:10]=2)[CH:5]=[CH:4][CH:3]=1.FC(F)(F)C(O)=O.C(Cl)(Cl)[Cl:41]. Given the product [ClH:41].[C:2]1([C@H:12]([NH:14][C@H:15]2[CH2:19][CH2:18][N:17]([C:20]3[CH:21]=[CH:22][C:23]([C:24]([OH:26])=[O:25])=[CH:31][CH:32]=3)[CH2:16]2)[CH3:13])[C:11]2[C:6](=[CH:7][CH:8]=[CH:9][CH:10]=2)[CH:5]=[CH:4][CH:3]=1, predict the reactants needed to synthesize it. (9) Given the product [C:9]([C:8]1[CH:7]=[C:6]([C:3](=[O:5])[CH2:4][C:14]([O:15][CH2:16][CH3:17])=[O:18])[CH:13]=[CH:12][CH:11]=1)#[N:10], predict the reactants needed to synthesize it. The reactants are: [H-].[Na+].[C:3]([C:6]1[CH:7]=[C:8]([CH:11]=[CH:12][CH:13]=1)[C:9]#[N:10])(=[O:5])[CH3:4].[C:14](=O)([O:18]CC)[O:15][CH2:16][CH3:17].[Cl-].[NH4+].